From a dataset of Full USPTO retrosynthesis dataset with 1.9M reactions from patents (1976-2016). Predict the reactants needed to synthesize the given product. Given the product [CH2:9]([N:8]([CH2:13][CH2:14][CH2:15][CH3:16])[CH2:6][CH2:5][C:4]([CH3:18])([NH2:1])[CH3:17])[CH2:10][CH2:11][CH3:12], predict the reactants needed to synthesize it. The reactants are: [N:1]([C:4]([CH3:18])([CH3:17])[CH2:5][C:6]([N:8]([CH2:13][CH2:14][CH2:15][CH3:16])[CH2:9][CH2:10][CH2:11][CH3:12])=O)=[N+]=[N-].[H-].[H-].[H-].[H-].[Li+].[Al+3].